This data is from Reaction yield outcomes from USPTO patents with 853,638 reactions. The task is: Predict the reaction yield, written as a fraction of the theoretical maximum amount of product (1.0 means a 100% yield; for example, 0.34 means a 34% yield). The reactants are C(OC([N:8]([CH2:16][C:17]1[CH:24]=[CH:23][C:20]([C:21]#[N:22])=[CH:19][CH:18]=1)C(OC(C)(C)C)=O)=O)(C)(C)C. The catalyst is C(O)(C(F)(F)F)=O.ClCCl. The product is [NH2:22][CH2:21][C:20]1[CH:23]=[CH:24][C:17]([C:16]#[N:8])=[CH:18][CH:19]=1. The yield is 0.680.